Task: Predict the product of the given reaction.. Dataset: Forward reaction prediction with 1.9M reactions from USPTO patents (1976-2016) (1) Given the reactants [Cl:1][C:2]1[CH:7]=[C:6]([F:8])[CH:5]=[CH:4][C:3]=1[NH:9][C:10]([C:12]1[N:13]=[N:14][N:15]([CH2:23][C:24]2[CH:29]=[C:28]([C:30]([F:33])([F:32])[F:31])[CH:27]=[C:26]([C:34]([F:37])([F:36])[F:35])[CH:25]=2)[C:16]=1[C:17]1[CH:22]=[CH:21][CH:20]=[CH:19][CH:18]=1)=[O:11].[CH3:38]I, predict the reaction product. The product is: [Cl:1][C:2]1[CH:7]=[C:6]([F:8])[CH:5]=[CH:4][C:3]=1[N:9]([CH3:38])[C:10]([C:12]1[N:13]=[N:14][N:15]([CH2:23][C:24]2[CH:25]=[C:26]([C:34]([F:37])([F:35])[F:36])[CH:27]=[C:28]([C:30]([F:33])([F:32])[F:31])[CH:29]=2)[C:16]=1[C:17]1[CH:18]=[CH:19][CH:20]=[CH:21][CH:22]=1)=[O:11]. (2) The product is: [CH2:1]([C:4]1[CH:9]=[C:8]([N+:10]([O-:12])=[O:11])[CH:7]=[C:6]([O:13][C:14]([F:16])([F:17])[F:15])[C:5]=1[O:18][CH3:19])[CH:2]=[CH2:3]. Given the reactants [CH2:1]([C:4]1[CH:9]=[C:8]([N+:10]([O-:12])=[O:11])[CH:7]=[C:6]([O:13][C:14]([F:17])([F:16])[F:15])[C:5]=1[OH:18])[CH:2]=[CH2:3].[CH3:19]I, predict the reaction product. (3) Given the reactants O=P(Cl)(Cl)Cl.[N+:6]([C:9]1[CH:14]=[CH:13][CH:12]=[CH:11][C:10]=1[C:15]1[N:16]=[C:17]2[CH:22]=[CH:21][CH:20]=[CH:19][N:18]2[CH:23]=1)([O-:8])=[O:7].[OH-].[Na+].CN([CH:29]=[O:30])C, predict the reaction product. The product is: [N+:6]([C:9]1[CH:14]=[CH:13][CH:12]=[CH:11][C:10]=1[C:15]1[N:16]=[C:17]2[CH:22]=[CH:21][CH:20]=[CH:19][N:18]2[C:23]=1[CH:29]=[O:30])([O-:8])=[O:7]. (4) Given the reactants [CH:1]([C@H:14]1[N:19]2[CH2:20][CH2:21][NH:22][CH2:23][C@H:18]2[CH2:17][N:16]([C:24]([O:26][C:27]([CH3:30])([CH3:29])[CH3:28])=[O:25])[CH2:15]1)([C:8]1[CH:13]=[CH:12][CH:11]=[CH:10][CH:9]=1)[C:2]1[CH:7]=[CH:6][CH:5]=[CH:4][CH:3]=1.C(=O)(O)[O-].[Na+].[C:36]([O:39][CH2:40][CH2:41][C:42](Cl)=[O:43])(=[O:38])[CH3:37], predict the reaction product. The product is: [C:36]([O:39][CH2:40][CH2:41][C:42]([N:22]1[CH2:21][CH2:20][N:19]2[C@H:14]([CH:1]([C:8]3[CH:13]=[CH:12][CH:11]=[CH:10][CH:9]=3)[C:2]3[CH:7]=[CH:6][CH:5]=[CH:4][CH:3]=3)[CH2:15][N:16]([C:24]([O:26][C:27]([CH3:30])([CH3:29])[CH3:28])=[O:25])[CH2:17][C@@H:18]2[CH2:23]1)=[O:43])(=[O:38])[CH3:37].